From a dataset of Full USPTO retrosynthesis dataset with 1.9M reactions from patents (1976-2016). Predict the reactants needed to synthesize the given product. (1) Given the product [F:34][C:2]([F:1])([F:33])[C:3]1[CH:4]=[C:5]([C@H:13]2[N:17]([CH3:37])[C:16](=[O:18])[N:15]3[C@H:19]([C:22]4[CH:27]=[C:26]([C:28]([F:31])([F:30])[F:29])[CH:25]=[CH:24][C:23]=4[Cl:32])[CH2:20][CH2:21][C@@H:14]23)[CH:6]=[C:7]([C:9]([F:12])([F:11])[F:10])[CH:8]=1, predict the reactants needed to synthesize it. The reactants are: [F:1][C:2]([F:34])([F:33])[C:3]1[CH:4]=[C:5]([C@H:13]2[NH:17][C:16](=[O:18])[N:15]3[C@H:19]([C:22]4[CH:27]=[C:26]([C:28]([F:31])([F:30])[F:29])[CH:25]=[CH:24][C:23]=4[Cl:32])[CH2:20][CH2:21][C@@H:14]23)[CH:6]=[C:7]([C:9]([F:12])([F:11])[F:10])[CH:8]=1.[H-].[Na+].[CH3:37]I. (2) Given the product [CH2:28]([O:16][C:15]([C:10]1([CH2:9][C@H:8]([C:6]([O:5][C:1]([CH3:2])([CH3:4])[CH3:3])=[O:7])[CH2:18][CH2:19][O:20][CH3:21])[CH2:14][CH2:13][CH2:12][CH2:11]1)=[O:17])[C:29]1[CH:34]=[CH:33][CH:32]=[CH:31][CH:30]=1, predict the reactants needed to synthesize it. The reactants are: [C:1]([O:5][C:6]([C@H:8]([CH2:18][CH2:19][O:20][CH3:21])[CH2:9][C:10]1([C:15]([OH:17])=[O:16])[CH2:14][CH2:13][CH2:12][CH2:11]1)=[O:7])([CH3:4])([CH3:3])[CH3:2].C(=O)([O-])[O-].[Cs+].[Cs+].[CH2:28](Br)[C:29]1[CH:34]=[CH:33][CH:32]=[CH:31][CH:30]=1. (3) Given the product [O-:14][N+:15]1[O:19][N:18]=[C:17]([O:20][CH2:21][CH2:22][C:23]([OH:3])=[O:24])[C:16]=1[S:25]([C:28]1[CH:33]=[CH:32][CH:31]=[CH:30][CH:29]=1)(=[O:26])=[O:27], predict the reactants needed to synthesize it. The reactants are: CC(C)=[O:3].OS(O)(=O)=O.O=[Cr](=O)=O.[O-:14][N+:15]1[O:19][N:18]=[C:17]([O:20][CH2:21][CH2:22][CH2:23][OH:24])[C:16]=1[S:25]([C:28]1[CH:33]=[CH:32][CH:31]=[CH:30][CH:29]=1)(=[O:27])=[O:26].CC(O)C. (4) Given the product [Cl:19][C:16]1[CH:17]=[CH:18][C:13]([C@H:11]2[CH2:12][NH:8][CH2:9][C@@H:10]2[C@@H:20]([O:22][C:23]2[CH:28]=[CH:27][C:26]([F:29])=[CH:25][N:24]=2)[CH3:21])=[CH:14][CH:15]=1, predict the reactants needed to synthesize it. The reactants are: C([N:8]1[CH2:12][C@H:11]([C:13]2[CH:18]=[CH:17][C:16]([Cl:19])=[CH:15][CH:14]=2)[C@@H:10]([C@@H:20]([O:22][C:23]2[CH:28]=[CH:27][C:26]([F:29])=[CH:25][N:24]=2)[CH3:21])[CH2:9]1)C1C=CC=CC=1.ClC(OC(Cl)C)=O.CCN(C(C)C)C(C)C.